From a dataset of Catalyst prediction with 721,799 reactions and 888 catalyst types from USPTO. Predict which catalyst facilitates the given reaction. (1) Reactant: [OH:1][C:2]1[C:33]([CH3:34])=[CH:32][C:5]([CH2:6][C@@H:7]([CH2:11][C:12](=[O:31])[N:13]2[CH2:18][CH2:17][CH:16]([N:19]3[CH2:25][CH2:24][C:23]4[CH:26]=[CH:27][CH:28]=[CH:29][C:22]=4[NH:21][C:20]3=[O:30])[CH2:15][CH2:14]2)[C:8]([OH:10])=O)=[CH:4][C:3]=1[CH3:35].CN(C(ON1N=NC2C=CC=CC1=2)=[N+](C)C)C.[B-](F)(F)(F)F.C(N(CC)CC)C.[O:65]1[CH2:70][CH2:69][CH:68]([N:71]2[CH2:76][CH2:75][NH:74][CH2:73][CH2:72]2)[CH2:67][CH2:66]1. Product: [OH:1][C:2]1[C:3]([CH3:35])=[CH:4][C:5]([CH2:6][C@@H:7]([CH2:11][C:12]([N:13]2[CH2:18][CH2:17][CH:16]([N:19]3[CH2:25][CH2:24][C:23]4[CH:26]=[CH:27][CH:28]=[CH:29][C:22]=4[NH:21][C:20]3=[O:30])[CH2:15][CH2:14]2)=[O:31])[C:8]([N:74]2[CH2:73][CH2:72][N:71]([CH:68]3[CH2:69][CH2:70][O:65][CH2:66][CH2:67]3)[CH2:76][CH2:75]2)=[O:10])=[CH:32][C:33]=1[CH3:34]. The catalyst class is: 3. (2) The catalyst class is: 1. Product: [N+:1]([C:4]1[CH:5]=[CH:6][C:7]([CH2:8][CH:9]([CH2:18][NH:19][CH2:20][CH2:21][NH:22][CH2:23][C:24]2[CH:29]=[CH:28][CH:27]=[CH:26][CH:25]=2)[NH:10][CH2:11][C:12]2[CH:17]=[CH:16][CH:15]=[CH:14][CH:13]=2)=[CH:31][CH:32]=1)([O-:3])=[O:2]. Reactant: [N+:1]([C:4]1[CH:32]=[CH:31][C:7]([CH2:8][CH:9]([C:18](=O)[NH:19][CH2:20][CH2:21][N:22]=[CH:23][C:24]2[CH:29]=[CH:28][CH:27]=[CH:26][CH:25]=2)[N:10]=[CH:11][C:12]2[CH:17]=[CH:16][CH:15]=[CH:14][CH:13]=2)=[CH:6][CH:5]=1)([O-:3])=[O:2].B.C1COCC1. (3) Reactant: Cl.[C:2]1([CH:8]([CH3:11])[CH2:9][NH2:10])[CH:7]=[CH:6][CH:5]=[CH:4][CH:3]=1.CCN(CC)CC.[CH3:19][CH:20]([S:22](Cl)(=[O:24])=[O:23])[CH3:21]. Product: [C:2]1([CH:8]([CH3:11])[CH2:9][NH:10][S:22]([CH:20]([CH3:21])[CH3:19])(=[O:24])=[O:23])[CH:7]=[CH:6][CH:5]=[CH:4][CH:3]=1. The catalyst class is: 79.